From a dataset of Catalyst prediction with 721,799 reactions and 888 catalyst types from USPTO. Predict which catalyst facilitates the given reaction. (1) Reactant: C([NH:8][C:9](=[N:11]C(OC(C)(C)C)=O)[NH2:10])(OC(C)(C)C)=O.C(Cl)[Cl:20].[ClH:22]. Product: [ClH:20].[ClH:22].[NH2:10][C:9]([NH2:11])=[NH:8].[NH2:10][C:9]([NH2:11])=[NH:8]. The catalyst class is: 14. (2) Reactant: Br[CH:2]1[CH2:8][CH2:7][O:6][C:5]2[CH:9]=[C:10]([N:13]3[CH2:17][CH:16]([CH2:18][NH:19][C:20](=[O:22])[CH3:21])[O:15][C:14]3=[O:23])[CH:11]=[CH:12][C:4]=2[C:3]1=O.[C:25]([NH2:28])(=[NH:27])[CH3:26].C(OCC)(=O)C. Product: [CH3:26][C:25]1[NH:27][C:2]2[CH2:8][CH2:7][O:6][C:5]3[CH:9]=[C:10]([N:13]4[CH2:17][CH:16]([CH2:18][NH:19][C:20](=[O:22])[CH3:21])[O:15][C:14]4=[O:23])[CH:11]=[CH:12][C:4]=3[C:3]=2[N:28]=1. The catalyst class is: 22. (3) The catalyst class is: 57. Product: [Br:10][C:11]1[CH:23]=[CH:22][C:21]2[C:20]3[C:15](=[CH:16][C:17]([Br:24])=[CH:18][CH:19]=3)[C:14]([CH2:25][CH2:26][CH2:27][O:8][CH2:7][CH:5]3[CH2:4][O:3][C:2]([CH3:9])([CH3:1])[O:6]3)([CH2:29][CH2:30][CH2:31][O:8][CH2:7][CH:5]3[CH2:4][O:3][C:2]([CH3:9])([CH3:1])[O:6]3)[C:13]=2[CH:12]=1. Reactant: [CH3:1][C:2]1([CH3:9])[O:6][CH:5]([CH2:7][OH:8])[CH2:4][O:3]1.[Br:10][C:11]1[CH:23]=[CH:22][C:21]2[C:20]3[C:15](=[CH:16][C:17]([Br:24])=[CH:18][CH:19]=3)[C:14]([CH2:29][CH2:30][CH2:31]Br)([CH2:25][CH2:26][CH2:27]Br)[C:13]=2[CH:12]=1.